Dataset: Catalyst prediction with 721,799 reactions and 888 catalyst types from USPTO. Task: Predict which catalyst facilitates the given reaction. (1) Reactant: [F:1][C:2]1[CH:7]=[CH:6][C:5]([CH2:8][C:9](Cl)=[O:10])=[CH:4][CH:3]=1.[NH2:12][C:13](=[N:19]O)[C:14]([O:16][CH2:17][CH3:18])=[O:15].C(N(CC)C(C)C)(C)C.O. Product: [F:1][C:2]1[CH:7]=[CH:6][C:5]([CH2:8][C:9]2[O:10][N:19]=[C:13]([C:14]([O:16][CH2:17][CH3:18])=[O:15])[N:12]=2)=[CH:4][CH:3]=1. The catalyst class is: 4. (2) Product: [O:1]1[CH2:5][CH2:4][CH2:3][CH:2]1[CH2:6][CH2:7][C:8]([OH:10])=[O:9]. Reactant: [O:1]1[CH:5]=[CH:4][CH:3]=[C:2]1/[CH:6]=[CH:7]/[C:8]([OH:10])=[O:9]. The catalyst class is: 19. (3) Reactant: [N+:1]([C:4]1[CH:5]=[CH:6][CH:7]=[C:8]2[C:12]=1[NH:11]C(=O)[C:9]2=[O:14])([O-:3])=[O:2].OO.C(O)(=O)CC(CC(O)=O)(C(O)=O)[OH:20]. Product: [NH2:11][C:12]1[C:4]([N+:1]([O-:3])=[O:2])=[CH:5][CH:6]=[CH:7][C:8]=1[C:9]([OH:14])=[O:20]. The catalyst class is: 74. (4) Reactant: I[C:2]1[CH:3]=[N:4][N:5]([CH2:7][C:8]([F:11])([F:10])[F:9])[CH:6]=1.[Si:12]([C:16]#[CH:17])([CH3:15])([CH3:14])[CH3:13].C(NC(C)C)(C)C.C1(P(C2C=CC=CC=2)C2C=CC=CC=2)C=CC=CC=1. Product: [F:9][C:8]([F:11])([F:10])[CH2:7][N:5]1[CH:6]=[C:2]([C:17]#[C:16][Si:12]([CH3:15])([CH3:14])[CH3:13])[CH:3]=[N:4]1. The catalyst class is: 122. (5) Reactant: [Cl:1][C:2]1[CH:7]=[CH:6][CH:5]=[C:4]([Cl:8])[C:3]=1[CH2:9][S:10]([C:13]1[CH:14]=[C:15]2[C:19](=[CH:20][CH:21]=1)[NH:18][C:17](=[O:22])/[C:16]/2=[CH:23]\[C:24]1[NH:28][C:27]([CH3:29])=[C:26]([CH2:30][CH2:31][C:32]([OH:34])=O)[C:25]=1[CH3:35])(=[O:12])=[O:11].CCN(C(C)C)C(C)C.CN(C(ON1N=NC2C=CC=NC1=2)=[N+](C)C)C.F[P-](F)(F)(F)(F)F.[CH:69]1([NH:72][CH2:73][C@@H:74]2[CH2:78][CH2:77][CH2:76][NH:75]2)[CH2:71][CH2:70]1. Product: [CH:69]1([NH:72][CH2:73][C@@H:74]2[CH2:78][CH2:77][CH2:76][N:75]2[C:32](=[O:34])[CH2:31][CH2:30][C:26]2[C:25]([CH3:35])=[C:24](/[CH:23]=[C:16]3\[C:17](=[O:22])[NH:18][C:19]4[C:15]\3=[CH:14][C:13]([S:10]([CH2:9][C:3]3[C:2]([Cl:1])=[CH:7][CH:6]=[CH:5][C:4]=3[Cl:8])(=[O:12])=[O:11])=[CH:21][CH:20]=4)[NH:28][C:27]=2[CH3:29])[CH2:71][CH2:70]1. The catalyst class is: 3. (6) Reactant: Cl.[NH2:2][C@H:3]([C:5]1[C:6](=[O:17])[NH:7][C:8]2[C:13]([CH:14]=1)=[CH:12][C:11]([Cl:15])=[CH:10][C:9]=2[F:16])[CH3:4].Cl[C:19]1[N:24]=[C:23]([NH:25][C:26](=[O:28])[CH3:27])[CH:22]=[CH:21][N:20]=1.CCN(C(C)C)C(C)C. Product: [Cl:15][C:11]1[CH:12]=[C:13]2[C:8](=[C:9]([F:16])[CH:10]=1)[NH:7][C:6](=[O:17])[C:5]([C@@H:3]([NH:2][C:19]1[N:24]=[C:23]([NH:25][C:26](=[O:28])[CH3:27])[CH:22]=[CH:21][N:20]=1)[CH3:4])=[CH:14]2. The catalyst class is: 16.